This data is from Experimentally validated miRNA-target interactions with 360,000+ pairs, plus equal number of negative samples. The task is: Binary Classification. Given a miRNA mature sequence and a target amino acid sequence, predict their likelihood of interaction. (1) The miRNA is hsa-miR-5696 with sequence CUCAUUUAAGUAGUCUGAUGCC. The protein sequence of the target gene is MNLHQVLTGAVNPGDHCFSVGSIGDQRFTAYASGCDIVILGSDFERLQIIPGAKHGNIQVGCVDCSMQQGKIAASYGNVISIFEPVNLPKQKKNLELYSQWQKSGQFFLESIAHNITWDPTGSRLLTGSSYLQLWSNTNLEKPTEDENLNKTDLNFGDWKCIWHCKTASQVHLMKFSPDGEFFATAGKDDCLLKVWYNVENWRTAVTSPDGSSEKQSQGEIDFSFVYLAHPRAVNGFSWRKTSKYMPRASVCNVLLTCCKDNVCRLWVETFLPNDCLLYGGDCSHWTESINLTNNFKRNA.... Result: 1 (interaction). (2) The miRNA is hsa-miR-5001-5p with sequence AGGGCUGGACUCAGCGGCGGAGCU. The protein sequence of the target gene is MAQWNQLQQLDTRYLEQLHQLYSDSFPMELRQLLAPWIESQDWAYAASKESHATLVFHNLLGEIDQQYSRFLQESNVLYQHNLRRIKQFLQSRYLEKPMEIARIVARCLWEESRLLQTAATAAQQGGQANHPTAAVVTEKQQMLEQHLQDVRKRVQDLEQKMKVVENLLDDFDFNYKTLKSQGDMQDLNGNNQSVTRQKMQQLEQMLTALDQMRRSIVSELAGLLSAMEYVQKTLTDEELADWKRRQQIACIGGPPNICLDRLENWITSLAESQLQTRQQIKKLEELQQKVSYKGDPIVQ.... Result: 0 (no interaction). (3) The protein sequence of the target gene is MSSGASASALQRLVEQLKLEAGVERIKVSQAAAELQQYCMQNACKDALLVGVPAGSNPFREPRSCALL. The miRNA is hsa-miR-3192-5p with sequence UCUGGGAGGUUGUAGCAGUGGAA. Result: 0 (no interaction). (4) The miRNA is hsa-miR-548t-3p with sequence AAAAACCACAAUUACUUUUGCACCA. The protein sequence of the target gene is MAEWLLSASWQRRAKAMTAAAGSAGRAAVPLLLCALLAPGGAYVLDDSDGLGREFDGIGAVSGGGATSRLLVNYPEPYRSQILDYLFKPNFGASLHILKVEIGGDGQTTDGTEPSHMHYALDENYFRGYEWWLMKEAKKRNPNITLIGLPWSFPGWLGKGFDWPYVNLQLTAYYVVTWIVGAKRYHDLDIDYIGIWNERSYNANYIKILRKMLNYQGLQRVKIIASDNLWESISASMLLDAELFKVVDVIGAHYPGTHSAKDAKLTGKKLWSSEDFSTLNSDMGAGCWGRILNQNYINGY.... Result: 0 (no interaction). (5) The miRNA is hsa-miR-3187-3p with sequence UUGGCCAUGGGGCUGCGCGG. The protein sequence of the target gene is MAAAAELSLLEKSLGLSKGNKYSAQGERQIPVLQTNNGPSLTGLTTIAAHLVKQANKEYLLGSTAEEKAIVQQWLEYRVTQVDGHSSKNDIHTLLKDLNSYLEDKVYLTGYNFTLADILLYYGLHRFIVDLTVQEKEKYLNVSRWFCHIQHYPGIRQHLSSVVFIKNRLYTNSH. Result: 1 (interaction). (6) The miRNA is hsa-miR-4279 with sequence CUCUCCUCCCGGCUUC. The protein sequence of the target gene is MAESEVLHRRAPSRSSWLRVRKARPHLLLSRRGRRRFGVLTRVELRRLRRRLLRAHALGGDWKQVAPAGAHVAVKCKLRARSRPAPRSPPTPSVPPAPCTASATCSLLNPRNHSTPQSRAGRPVRKVSPNVTQPVRDLGSGRVLMMLPPGEGFTFSGICRVTCVYGQLEVYGHIINQGQPPQDVFSVYTHSYLTINGVPYAEPEKSEKAIRREIRALLKPYTKLDDRNWVVRYFPPLGSIMILERMQSRFVDFLKTYKCSSYVLLQENAPVRVNSEFTTLKKIGIRRQKRKKAICLSESG.... Result: 0 (no interaction).